This data is from Peptide-MHC class I binding affinity with 185,985 pairs from IEDB/IMGT. The task is: Regression. Given a peptide amino acid sequence and an MHC pseudo amino acid sequence, predict their binding affinity value. This is MHC class I binding data. (1) The peptide sequence is FPSQQPYLQL. The MHC is HLA-B51:01 with pseudo-sequence HLA-B51:01. The binding affinity (normalized) is 0.814. (2) The peptide sequence is YALATQVEF. The MHC is HLA-B35:01 with pseudo-sequence HLA-B35:01. The binding affinity (normalized) is 1.00. (3) The peptide sequence is FLRGRAYGI. The MHC is HLA-C06:02 with pseudo-sequence HLA-C06:02. The binding affinity (normalized) is 0.162. (4) The peptide sequence is FPASHMATY. The MHC is HLA-A69:01 with pseudo-sequence HLA-A69:01. The binding affinity (normalized) is 0.0847. (5) The peptide sequence is TPQVPLRPM. The MHC is HLA-B35:03 with pseudo-sequence HLA-B35:03. The binding affinity (normalized) is 0.213. (6) The peptide sequence is KILSVFFLA. The MHC is HLA-A02:03 with pseudo-sequence HLA-A02:03. The binding affinity (normalized) is 0.247. (7) The peptide sequence is IMYDSGAKY. The MHC is HLA-A02:01 with pseudo-sequence HLA-A02:01. The binding affinity (normalized) is 0.0847.